Task: Predict the reactants needed to synthesize the given product.. Dataset: Full USPTO retrosynthesis dataset with 1.9M reactions from patents (1976-2016) (1) Given the product [F:34][C:35]1([F:40])[CH2:37][CH:36]1[CH2:38][O:39][C:9]1[C:14]([F:15])=[CH:13][C:12]([C:16]2[O:17][C:18]3[CH:23]=[C:22]([O:24][CH2:25][C@@H:26]([NH:28][C:29](=[O:31])[CH3:30])[CH3:27])[N:21]=[CH:20][C:19]=3[N:32]=2)=[C:11]([F:33])[CH:10]=1, predict the reactants needed to synthesize it. The reactants are: C(O[C:9]1[C:14]([F:15])=[CH:13][C:12]([C:16]2[O:17][C:18]3[CH:23]=[C:22]([O:24][CH2:25][C@@H:26]([NH:28][C:29](=[O:31])[CH3:30])[CH3:27])[N:21]=[CH:20][C:19]=3[N:32]=2)=[C:11]([F:33])[CH:10]=1)C1C=CC=CC=1.[F:34][C:35]1([F:40])[CH2:37][CH:36]1[CH2:38][OH:39]. (2) Given the product [OH:10][C:8]1[N:14]=[C:11]([CH3:12])[S:13][C:2]=1[C:3]([O:5][CH2:6][CH3:7])=[O:4], predict the reactants needed to synthesize it. The reactants are: Br[CH:2]([C:8]([O-:10])=O)[C:3]([O:5][CH2:6][CH3:7])=[O:4].[C:11]([NH2:14])(=[S:13])[CH3:12]. (3) Given the product [CH3:1][O:2][CH2:3][CH2:4][O:5][C:6]1[CH:7]=[C:8]2[C:11](=[CH:12][CH:13]=1)[C:14]([OH:20])=[N:21][CH:22]=[CH:9]2, predict the reactants needed to synthesize it. The reactants are: [CH3:1][O:2][CH2:3][CH2:4][O:5][C:6]1[CH:7]=[C:8]([CH:11]=[CH:12][CH:13]=1)[CH:9]=O.[C:14]([OH:20])(=O)CC(O)=O.[NH:21]1CCCC[CH2:22]1.[N-]=[N+]=[N-].[Na+]. (4) Given the product [Br:9][C:10]1[C:19]2[C:14](=[CH:15][CH:16]=[CH:17][CH:18]=2)[C:13]([C:20]2[CH2:31][C:30]([C:28]3[CH:27]=[C:26]([Cl:36])[CH:25]=[C:24]([Cl:23])[CH:29]=3)([C:32]([F:33])([F:35])[F:34])[O:22][N:21]=2)=[CH:12][CH:11]=1, predict the reactants needed to synthesize it. The reactants are: ClN1C(=O)CCC1=O.[Br:9][C:10]1[C:19]2[C:14](=[CH:15][CH:16]=[CH:17][CH:18]=2)[C:13]([CH:20]=[N:21][OH:22])=[CH:12][CH:11]=1.[Cl:23][C:24]1[CH:29]=[C:28]([C:30]([C:32]([F:35])([F:34])[F:33])=[CH2:31])[CH:27]=[C:26]([Cl:36])[CH:25]=1.C(N(CC)CC)C.